From a dataset of Peptide-MHC class II binding affinity with 134,281 pairs from IEDB. Regression. Given a peptide amino acid sequence and an MHC pseudo amino acid sequence, predict their binding affinity value. This is MHC class II binding data. (1) The peptide sequence is NMNIKLKMPLYVAGH. The MHC is DRB1_1602 with pseudo-sequence DRB1_1602. The binding affinity (normalized) is 0.415. (2) The peptide sequence is EPLQGPFNFRFLTEKGMKNV. The MHC is HLA-DPA10103-DPB10401 with pseudo-sequence HLA-DPA10103-DPB10401. The binding affinity (normalized) is 0.397. (3) The peptide sequence is YLQMNSLRAEDTAVY. The MHC is DRB1_0101 with pseudo-sequence DRB1_0101. The binding affinity (normalized) is 1.00. (4) The peptide sequence is PANDKFTVFEAAFNN. The MHC is DRB1_0101 with pseudo-sequence DRB1_0101. The binding affinity (normalized) is 0.546. (5) The peptide sequence is GELPIVDKIDAAFKI. The MHC is DRB1_0802 with pseudo-sequence DRB1_0802. The binding affinity (normalized) is 0.321. (6) The binding affinity (normalized) is 0.452. The peptide sequence is EKKYFAFTQFEPLAA. The MHC is HLA-DQA10401-DQB10402 with pseudo-sequence HLA-DQA10401-DQB10402. (7) The peptide sequence is GVSWMIRILIGLLVL. The MHC is DRB1_1501 with pseudo-sequence DRB1_1501. The binding affinity (normalized) is 0.594.